From a dataset of Aqueous solubility values for 9,982 compounds from the AqSolDB database. Regression/Classification. Given a drug SMILES string, predict its absorption, distribution, metabolism, or excretion properties. Task type varies by dataset: regression for continuous measurements (e.g., permeability, clearance, half-life) or binary classification for categorical outcomes (e.g., BBB penetration, CYP inhibition). For this dataset (solubility_aqsoldb), we predict Y. (1) The molecule is CN1C[C@@H]2C[C@@H](C1)c1cccc(=O)n1C2. The Y is 0.648 log mol/L. (2) The drug is O=S(=O)(O)c1ccc(O)cc1. The Y is 0.759 log mol/L. (3) The compound is c1ccc2ocnc2c1. The Y is -1.15 log mol/L. (4) The drug is [Te]. The Y is -4.88 log mol/L. (5) The drug is FC(F)=C(F)C(F)(F)F. The Y is -2.89 log mol/L. (6) The molecule is Cc1cc2c3ccccc3ccc2c2ccccc12. The Y is -6.57 log mol/L. (7) The Y is -0.442 log mol/L. The molecule is Nc1ccn([C@H]2CC[C@@H](CO)O2)c(=O)n1.